From a dataset of Catalyst prediction with 721,799 reactions and 888 catalyst types from USPTO. Predict which catalyst facilitates the given reaction. (1) Reactant: [O:1]1[CH2:6][CH2:5][N:4]([C:7]2[CH:8]=[N:9][CH:10]=[C:11]3[C:16]=2[N:15]=[C:14]([C:17]([OH:19])=O)[CH:13]=[CH:12]3)[CH2:3][CH2:2]1.C(N1C=CN=C1)([N:22]1C=CN=C1)=O.[OH-].[NH4+].[Cl-].[NH4+].C(N(CC)CC)C. Product: [O:1]1[CH2:2][CH2:3][N:4]([C:7]2[CH:8]=[N:9][CH:10]=[C:11]3[C:16]=2[N:15]=[C:14]([C:17]([NH2:22])=[O:19])[CH:13]=[CH:12]3)[CH2:5][CH2:6]1. The catalyst class is: 229. (2) The catalyst class is: 1. Product: [CH2:1]([C@@H:8]1[CH2:12][O:11][C:10](=[O:13])[N:9]1[C:14](=[O:19])[CH:15]([CH2:31][C:32]1[C:33]([Cl:47])=[CH:34][C:35]([O:39][CH2:40][C:41]2[CH:42]=[CH:43][CH:44]=[CH:45][CH:46]=2)=[CH:36][C:37]=1[Cl:38])[CH2:16][CH:17]=[CH2:18])[C:2]1[CH:3]=[CH:4][CH:5]=[CH:6][CH:7]=1. Reactant: [CH2:1]([C@@H:8]1[CH2:12][O:11][C:10](=[O:13])[N:9]1[C:14](=[O:19])[CH2:15][CH2:16][CH:17]=[CH2:18])[C:2]1[CH:7]=[CH:6][CH:5]=[CH:4][CH:3]=1.[Li+].C[Si]([N-][Si](C)(C)C)(C)C.Br[CH2:31][C:32]1[C:37]([Cl:38])=[CH:36][C:35]([O:39][CH2:40][C:41]2[CH:46]=[CH:45][CH:44]=[CH:43][CH:42]=2)=[CH:34][C:33]=1[Cl:47].